Dataset: Forward reaction prediction with 1.9M reactions from USPTO patents (1976-2016). Task: Predict the product of the given reaction. (1) Given the reactants Cl[C:2]1[CH:3]=[CH:4][C:5]2[N:6]([C:8]([CH2:11][C:12]3[C:13]([F:29])=[C:14]4[C:19](=[CH:20][C:21]=3[F:22])[N:18]=[CH:17][C:16]([N:23]3[CH2:28][CH2:27][O:26][CH2:25][CH2:24]3)=[CH:15]4)=[N:9][N:10]=2)[N:7]=1.C([Sn](CCCC)(CCCC)[C:35]([O:37]CC)=[CH2:36])CCC, predict the reaction product. The product is: [F:29][C:13]1[C:12]([CH2:11][C:8]2[N:6]3[N:7]=[C:2]([C:35](=[O:37])[CH3:36])[CH:3]=[CH:4][C:5]3=[N:10][N:9]=2)=[C:21]([F:22])[CH:20]=[C:19]2[C:14]=1[CH:15]=[C:16]([N:23]1[CH2:28][CH2:27][O:26][CH2:25][CH2:24]1)[CH:17]=[N:18]2. (2) Given the reactants [F:1][C:2]1[CH:7]=[CH:6][CH:5]=[CH:4][C:3]=1[C:8]1[CH:16]=[CH:15][CH:14]=[C:13]2[C:9]=1[CH:10]=[CH:11][NH:12]2.[Br-].[Br-].[Br-].[NH+]1C=CC=CC=1.[NH+]1C=CC=CC=1.[NH+]1C=CC=CC=1.C(O)(=[O:40])C, predict the reaction product. The product is: [F:1][C:2]1[CH:7]=[CH:6][CH:5]=[CH:4][C:3]=1[C:8]1[CH:16]=[CH:15][CH:14]=[C:13]2[C:9]=1[CH2:10][C:11](=[O:40])[NH:12]2. (3) Given the reactants [Cl:1][C:2]1[CH:18]=[CH:17][C:5]2[CH2:6][CH2:7][N:8]([C:11](=[O:16])[C:12]([F:15])([F:14])[F:13])[CH2:9][CH2:10][C:4]=2[C:3]=1OS(C(F)(F)F)(=O)=O.[CH2:27]([NH:32][C:33]([CH:35]1[CH2:39][CH2:38][CH2:37][CH2:36]1)=[O:34])[CH2:28][CH2:29][C:30]#[CH:31], predict the reaction product. The product is: [Cl:1][C:2]1[CH:18]=[CH:17][C:5]2[CH2:6][CH2:7][N:8]([C:11](=[O:16])[C:12]([F:15])([F:14])[F:13])[CH2:9][CH2:10][C:4]=2[C:3]=1[C:31]#[C:30][CH2:29][CH2:28][CH2:27][NH:32][C:33]([CH:35]1[CH2:39][CH2:38][CH2:37][CH2:36]1)=[O:34]. (4) Given the reactants [OH:1][C:2]1[N:7]([C:8]2[CH:13]=[CH:12][CH:11]=[C:10]([C:14]([F:17])([F:16])[F:15])[CH:9]=2)[C:6](=[O:18])[N:5]([CH2:19][C:20]2[CH:25]=[CH:24][CH:23]=[CH:22][CH:21]=2)[C:4](=[O:26])[C:3]=1[C:27](OCC)=[O:28].C1CCN2C(=NCCC2)CC1.[NH2:43][CH2:44][C:45]([OH:47])=[O:46], predict the reaction product. The product is: [OH:1][C:2]1[N:7]([C:8]2[CH:13]=[CH:12][CH:11]=[C:10]([C:14]([F:15])([F:16])[F:17])[CH:9]=2)[C:6](=[O:18])[N:5]([CH2:19][C:20]2[CH:21]=[CH:22][CH:23]=[CH:24][CH:25]=2)[C:4](=[O:26])[C:3]=1[C:27]([NH:43][CH2:44][C:45]([OH:47])=[O:46])=[O:28]. (5) Given the reactants S(Cl)([Cl:3])=O.N[C@H](C(O)=O)[C@@H](C)O.[ClH:13].[CH3:14][O:15][C:16](=[O:22])[C@H:17]([C@@H:19]([CH3:21])O)[NH2:18], predict the reaction product. The product is: [ClH:3].[CH3:14][O:15][C:16](=[O:22])[CH:17]([NH2:18])[CH:19]([Cl:13])[CH3:21]. (6) Given the reactants [NH2:1][CH:2]([C:6]1[O:16][C:10]2=[N:11][C:12]([Cl:15])=[CH:13][CH:14]=[C:9]2[C:8](=[O:17])[C:7]=1[CH2:18][C:19]1[CH:24]=[CH:23][CH:22]=[C:21]([O:25][CH3:26])[CH:20]=1)[CH:3]([CH3:5])[CH3:4].[C:27]([O:31][C:32](=[O:37])[NH:33][CH2:34][CH:35]=O)([CH3:30])([CH3:29])[CH3:28].C(O[BH-](OC(=O)C)OC(=O)C)(=O)C.[Na+], predict the reaction product. The product is: [Cl:15][C:12]1[N:11]=[C:10]2[O:16][C:6]([CH:2]([NH:1][CH2:35][CH2:34][NH:33][C:32](=[O:37])[O:31][C:27]([CH3:30])([CH3:29])[CH3:28])[CH:3]([CH3:5])[CH3:4])=[C:7]([CH2:18][C:19]3[CH:24]=[CH:23][CH:22]=[C:21]([O:25][CH3:26])[CH:20]=3)[C:8](=[O:17])[C:9]2=[CH:14][CH:13]=1.